Dataset: Forward reaction prediction with 1.9M reactions from USPTO patents (1976-2016). Task: Predict the product of the given reaction. The product is: [CH3:21][C:20]1[CH:19]=[CH:18][C:17]([NH:22][C:23](=[O:34])[C:24]2[CH:29]=[CH:28][CH:27]=[C:26]([C:30]([F:33])([F:31])[F:32])[CH:25]=2)=[CH:16][C:15]=1[NH:14][C:10]1[N:9]=[C:8]([C:5]2[CH:6]=[N:7][C:2]([NH:36][CH3:35])=[CH:3][CH:4]=2)[CH:13]=[CH:12][N:11]=1. Given the reactants Cl[C:2]1[N:7]=[CH:6][C:5]([C:8]2[CH:13]=[CH:12][N:11]=[C:10]([NH:14][C:15]3[CH:16]=[C:17]([NH:22][C:23](=[O:34])[C:24]4[CH:29]=[CH:28][CH:27]=[C:26]([C:30]([F:33])([F:32])[F:31])[CH:25]=4)[CH:18]=[CH:19][C:20]=3[CH3:21])[N:9]=2)=[CH:4][CH:3]=1.[CH3:35][NH2:36], predict the reaction product.